From a dataset of Forward reaction prediction with 1.9M reactions from USPTO patents (1976-2016). Predict the product of the given reaction. (1) Given the reactants Cl[C:2]1[C:3]2[CH:14]=[C:13]([C:15]3[CH:20]=[CH:19][CH:18]=[CH:17][CH:16]=3)[CH:12]=[CH:11][C:4]=2[N:5]([CH3:10])[C:6](=[O:9])[CH2:7][N:8]=1.C(C1C=C(B(O)O)C=CC=1)=O.[Cl:32][C:33]1[CH:38]=[CH:37][C:36](B(O)O)=[CH:35][CH:34]=1, predict the reaction product. The product is: [Cl:32][C:33]1[CH:38]=[CH:37][C:36]([C:2]2[C:3]3[CH:14]=[C:13]([C:15]4[CH:20]=[CH:19][CH:18]=[CH:17][CH:16]=4)[CH:12]=[CH:11][C:4]=3[N:5]([CH3:10])[C:6](=[O:9])[CH2:7][N:8]=2)=[CH:35][CH:34]=1. (2) Given the reactants [F:1][C:2]([F:18])([S:15]([O-:17])=[O:16])[C:3]([F:14])([F:13])[C:4]([F:12])([F:11])[C:5]([F:10])([F:9])[S:6]([O-:8])=[O:7].[Na+].[Na+].OO.[OH-:23].[Na+].C(O)(=[O:27])C, predict the reaction product. The product is: [F:9][C:5]([F:10])([S:6]([OH:27])(=[O:8])=[O:7])[C:4]([F:11])([F:12])[C:3]([F:13])([F:14])[C:2]([F:1])([F:18])[S:15]([OH:17])(=[O:16])=[O:23]. (3) Given the reactants [CH2:1]([Mg]Br)[CH2:2][CH3:3].[CH2:6]1[CH2:10]OC[CH2:7]1.[CH2:11]([C@@:18]12[CH2:31][CH2:30][C:29](=[O:32])[CH2:28][C@@H:27]1[CH:26]=[CH:25][C:24]1[CH:23]=[C:22]([C:33]([O:35][CH3:36])=[O:34])[CH:21]=[CH:20][C:19]2=1)[C:12]1C=CC=CC=1, predict the reaction product. The product is: [CH2:11]([C@:18]12[CH2:31][CH2:30][C@:29]([CH2:1][CH2:2][CH3:3])([OH:32])[CH2:28][C@H:27]1[CH:26]=[CH:25][C:24]1[CH:23]=[C:22]([C:33]([O:35][CH3:36])=[O:34])[CH:21]=[CH:20][C:19]2=1)[CH3:12].[CH2:11]([C@@:18]12[CH2:31][CH2:30][C@@:29]([CH2:7][CH2:6][CH3:10])([OH:32])[CH2:28][C@@H:27]1[CH:26]=[CH:25][C:24]1[CH:23]=[C:22]([C:33]([O:35][CH3:36])=[O:34])[CH:21]=[CH:20][C:19]2=1)[CH3:12]. (4) Given the reactants [F:1][CH:2]([F:12])[C:3]1[C:7]([C:8](Cl)=[O:9])=[CH:6][N:5]([CH3:11])[N:4]=1.[Cl:13][C:14]1[CH:19]=[C:18]([Cl:20])[CH:17]=[CH:16][C:15]=1[C@@H:21]1[CH2:23][C@H:22]1[CH:24]([NH:26][O:27][CH3:28])[CH3:25].C1N2CCN(CC2)C1, predict the reaction product. The product is: [Cl:13][C:14]1[CH:19]=[C:18]([Cl:20])[CH:17]=[CH:16][C:15]=1[C@@H:21]1[CH2:23][C@H:22]1[CH:24]([N:26]([O:27][CH3:28])[C:8]([C:7]1[C:3]([CH:2]([F:12])[F:1])=[N:4][N:5]([CH3:11])[CH:6]=1)=[O:9])[CH3:25]. (5) Given the reactants [N:1]1([CH2:6][CH2:7][O:8][C:9]2[CH:14]=[CH:13][C:12]([CH:15]3[C:24]4[C:19](=[CH:20][C:21]([OH:25])=[CH:22][CH:23]=4)[CH2:18][CH2:17][NH:16]3)=[CH:11][CH:10]=2)[CH2:5][CH2:4][CH2:3][CH2:2]1.[N:26]1([C:31]2[CH:38]=[CH:37][C:34]([CH:35]=O)=[CH:33][CH:32]=2)[CH:30]=[CH:29][N:28]=[CH:27]1.CC([O-])=O.[Na+].C([BH3-])#N.[Na+], predict the reaction product. The product is: [N:26]1([C:31]2[CH:38]=[CH:37][C:34]([CH2:35][N:16]3[CH2:17][CH2:18][C:19]4[C:24](=[CH:23][CH:22]=[C:21]([OH:25])[CH:20]=4)[CH:15]3[C:12]3[CH:13]=[CH:14][C:9]([O:8][CH2:7][CH2:6][N:1]4[CH2:5][CH2:4][CH2:3][CH2:2]4)=[CH:10][CH:11]=3)=[CH:33][CH:32]=2)[CH:30]=[CH:29][N:28]=[CH:27]1. (6) Given the reactants [S:1]([CH2:5][C:6]1[CH:11]=[CH:10][C:9]([CH2:12][C:13]([OH:15])=O)=[CH:8][CH:7]=1)(=[O:4])(=[O:3])[NH2:2].[N:16]1([C:22]2[C:23]3[CH:30]=[C:29]([CH2:31][C:32]([F:35])([F:34])[F:33])[S:28][C:24]=3[N:25]=[CH:26][N:27]=2)[CH2:21][CH2:20][NH:19][CH2:18][CH2:17]1.CCN=C=NCCCN(C)C, predict the reaction product. The product is: [O:15]=[C:13]([N:19]1[CH2:18][CH2:17][N:16]([C:22]2[C:23]3[CH:30]=[C:29]([CH2:31][C:32]([F:34])([F:33])[F:35])[S:28][C:24]=3[N:25]=[CH:26][N:27]=2)[CH2:21][CH2:20]1)[CH2:12][C:9]1[CH:8]=[CH:7][C:6]([CH2:5][S:1]([NH2:2])(=[O:3])=[O:4])=[CH:11][CH:10]=1. (7) The product is: [CH2:17]([N:21]([CH3:34])[C:22]([C:24]1[CH:25]=[C:26]([CH:31]=[CH:32][CH:33]=1)[C:27]([OH:29])=[O:28])=[O:23])[CH2:18][CH2:19][CH3:20]. Given the reactants C(OC(N1C[C@H](O)C[C@@H]1C(O)=O)=O)(C)(C)C.[CH2:17]([N:21]([CH3:34])[C:22]([C:24]1[CH:25]=[C:26]([CH:31]=[CH:32][CH:33]=1)[C:27]([O:29]C)=[O:28])=[O:23])[CH2:18][CH2:19][CH3:20].COC(C1C=C(C=CC=1)C(O)=O)=O.CCN(C(C)C)C(C)C.CN(C(ON1N=NC2C=CC=NC1=2)=[N+](C)C)C.F[P-](F)(F)(F)(F)F.CNCCCC, predict the reaction product. (8) Given the reactants [F:1][C:2]1[CH:7]=[C:6]([CH2:8][OH:9])[CH:5]=[CH:4][N:3]=1.[Si:10](Cl)([C:13]([CH3:16])([CH3:15])[CH3:14])([CH3:12])[CH3:11].N1C=CN=C1.C(OCC)(=O)C, predict the reaction product. The product is: [Si:10]([O:9][CH2:8][C:6]1[CH:5]=[CH:4][N:3]=[C:2]([F:1])[CH:7]=1)([C:13]([CH3:16])([CH3:15])[CH3:14])([CH3:12])[CH3:11].